This data is from Catalyst prediction with 721,799 reactions and 888 catalyst types from USPTO. The task is: Predict which catalyst facilitates the given reaction. (1) Reactant: [C:1]([O:5][C:6](=[O:31])[NH:7][CH:8]1[CH2:13][CH2:12][CH:11]([NH:14][C:15]2[C:16]3[N:17]([C:21]([C:24]4[CH:29]=[CH:28][CH:27]=[C:26](Br)[N:25]=4)=[CH:22][N:23]=3)[CH:18]=[CH:19][N:20]=2)[CH2:10][CH2:9]1)([CH3:4])([CH3:3])[CH3:2].[CH2:32]([NH2:39])[C:33]1[CH:38]=[CH:37][CH:36]=[CH:35][CH:34]=1.CN(C1C(C2C(P(C3CCCCC3)C3CCCCC3)=CC=CC=2)=CC=CC=1)C.CC([O-])(C)C.[Na+]. Product: [C:1]([O:5][C:6](=[O:31])[NH:7][CH:8]1[CH2:13][CH2:12][CH:11]([NH:14][C:15]2[C:16]3[N:17]([C:21]([C:24]4[CH:29]=[CH:28][CH:27]=[C:26]([NH:39][CH2:32][C:33]5[CH:38]=[CH:37][CH:36]=[CH:35][CH:34]=5)[N:25]=4)=[CH:22][N:23]=3)[CH:18]=[CH:19][N:20]=2)[CH2:10][CH2:9]1)([CH3:4])([CH3:3])[CH3:2]. The catalyst class is: 62. (2) Reactant: [CH3:1][C:2]1[C:7]([O:8][CH3:9])=[CH:6][CH:5]=[CH:4][C:3]=1[N:10]1[C:14](=[O:15])[N:13]([CH3:16])[N:12]=[N:11]1.N(C1(C#N)CCCCC1)=NC1(C#N)CCCCC1.[Br:35]N1C(=O)CCC1=O.ClC1C=CC=CC=1. Product: [Br:35][CH2:1][C:2]1[C:7]([O:8][CH3:9])=[CH:6][CH:5]=[CH:4][C:3]=1[N:10]1[C:14](=[O:15])[N:13]([CH3:16])[N:12]=[N:11]1. The catalyst class is: 6. (3) Reactant: [C:1]([C:3]1[CH:8]=[CH:7][CH:6]=[CH:5][C:4]=1[C:9]1[CH:17]=[CH:16][C:12]([C:13](O)=[O:14])=[C:11]([NH:18][CH2:19][CH2:20][C:21]2[CH:26]=[CH:25][CH:24]=[C:23]([F:27])[CH:22]=2)[N:10]=1)#[N:2].[NH2:28][CH2:29][C@H:30]1[CH2:34][CH2:33][C:32](=[O:35])[N:31]1[CH2:36][CH2:37][CH2:38][NH:39][C:40](=[O:46])[O:41][C:42]([CH3:45])([CH3:44])[CH3:43].C1C=CC2N(O)N=NC=2C=1.CN(C(ON1N=NC2C=CC=CC1=2)=[N+](C)C)C.F[P-](F)(F)(F)(F)F. The catalyst class is: 3. Product: [C:1]([C:3]1[CH:8]=[CH:7][CH:6]=[CH:5][C:4]=1[C:9]1[CH:17]=[CH:16][C:12]([C:13]([NH:28][CH2:29][C@H:30]2[CH2:34][CH2:33][C:32](=[O:35])[N:31]2[CH2:36][CH2:37][CH2:38][NH:39][C:40](=[O:46])[O:41][C:42]([CH3:43])([CH3:45])[CH3:44])=[O:14])=[C:11]([NH:18][CH2:19][CH2:20][C:21]2[CH:26]=[CH:25][CH:24]=[C:23]([F:27])[CH:22]=2)[N:10]=1)#[N:2]. (4) Reactant: [CH:1]1([N:6]2[CH2:12][C:11]([F:14])([F:13])[C:10](=[O:15])[N:9]([CH3:16])[C:8]3[CH:17]=[N:18][C:19]([NH:21][C:22]4[CH:30]=[CH:29][C:25]([C:26](O)=[O:27])=[CH:24][C:23]=4[CH2:31][CH3:32])=[N:20][C:7]2=3)[CH2:5][CH2:4][CH2:3][CH2:2]1.ON1C2C=CC=CC=2N=N1.F[P-](F)(F)(F)(F)F.CN(C(N(C)C)=[N+]1C2C=CC=CC=2[N+]([O-])=N1)C.C(N(C(C)C)CC)(C)C.[NH2:76][CH:77]1[CH2:82][CH2:81][N:80]([C:83]([O:85][C:86]([CH3:89])([CH3:88])[CH3:87])=[O:84])[CH2:79][CH2:78]1. Product: [C:86]([O:85][C:83]([N:80]1[CH2:79][CH2:78][CH:77]([NH:76][C:26](=[O:27])[C:25]2[CH:29]=[CH:30][C:22]([NH:21][C:19]3[N:18]=[CH:17][C:8]4[N:9]([CH3:16])[C:10](=[O:15])[C:11]([F:13])([F:14])[CH2:12][N:6]([CH:1]5[CH2:5][CH2:4][CH2:3][CH2:2]5)[C:7]=4[N:20]=3)=[C:23]([CH2:31][CH3:32])[CH:24]=2)[CH2:82][CH2:81]1)=[O:84])([CH3:89])([CH3:88])[CH3:87]. The catalyst class is: 9. (5) Reactant: [Br:1][C:2]1[CH:3]=[C:4]([NH2:16])[C:5]([NH:8][CH2:9][CH2:10][N:11]2[CH2:15][CH2:14][CH2:13][CH2:12]2)=[CH:6][CH:7]=1.[C:17]([O-])(O)=O.[Na+]. Product: [Br:1][C:2]1[CH:7]=[CH:6][C:5]2[N:8]([CH2:9][CH2:10][N:11]3[CH2:12][CH2:13][CH2:14][CH2:15]3)[CH:17]=[N:16][C:4]=2[CH:3]=1. The catalyst class is: 106.